From a dataset of Catalyst prediction with 721,799 reactions and 888 catalyst types from USPTO. Predict which catalyst facilitates the given reaction. (1) Reactant: CN([CH:4]=[C:5]1[C:9](=O)[CH2:8][N:7]([C:11]([O:13][C:14]([CH3:17])([CH3:16])[CH3:15])=[O:12])[CH2:6]1)C.Cl.[CH:19]1([C:22](=[NH:24])[NH2:23])[CH2:21][CH2:20]1.CCN(CC)CC. Product: [CH:19]1([C:22]2[N:24]=[CH:4][C:5]3[CH2:6][N:7]([C:11]([O:13][C:14]([CH3:17])([CH3:16])[CH3:15])=[O:12])[CH2:8][C:9]=3[N:23]=2)[CH2:21][CH2:20]1. The catalyst class is: 14. (2) Reactant: [CH:1]1([C:4]2[CH:5]=[C:6]3[C:25]([C:26](=[O:29])[NH:27][CH3:28])=[C:24]([C:30]4[CH:35]=[CH:34][C:33]([CH3:36])=[CH:32][CH:31]=4)[O:23][C:7]3=[N:8][C:9]=2[N:10]([CH2:15][CH2:16][CH2:17][C@H:18]([CH3:22])[C:19]([OH:21])=[O:20])[S:11]([CH3:14])(=[O:13])=[O:12])[CH2:3][CH2:2]1.[P:37]([O:55][CH2:56]Cl)([O:47][CH2:48][C:49]1[CH:54]=[CH:53][CH:52]=[CH:51][CH:50]=1)([O:39][CH2:40][C:41]1[CH:46]=[CH:45][CH:44]=[CH:43][CH:42]=1)=[O:38].C(#N)C.O. Product: [CH:1]1([C:4]2[CH:5]=[C:6]3[C:25]([C:26](=[O:29])[NH:27][CH3:28])=[C:24]([C:30]4[CH:35]=[CH:34][C:33]([CH3:36])=[CH:32][CH:31]=4)[O:23][C:7]3=[N:8][C:9]=2[N:10]([CH2:15][CH2:16][CH2:17][C@H:18]([CH3:22])[C:19]([O:21][CH2:56][O:55][P:37]([O:47][CH2:48][C:49]2[CH:54]=[CH:53][CH:52]=[CH:51][CH:50]=2)([O:39][CH2:40][C:41]2[CH:46]=[CH:45][CH:44]=[CH:43][CH:42]=2)=[O:38])=[O:20])[S:11]([CH3:14])(=[O:13])=[O:12])[CH2:2][CH2:3]1. The catalyst class is: 3. (3) Reactant: [CH:1]1([CH2:5][C:6]2[N:7]=[C:8]([C:29]3[N:33]=[C:32]([CH2:34][C:35]([CH3:41])([CH3:40])[C:36]([O:38]C)=[O:37])[O:31][N:30]=3)[S:9][C:10]=2[C:11]2[CH:16]=[CH:15][C:14]([S:17](=[O:26])(=[O:25])[NH:18][C@@H:19]([CH3:24])[C:20]([F:23])([F:22])[F:21])=[C:13]([Cl:27])[C:12]=2[Cl:28])[CH2:4][CH2:3][CH2:2]1.O[Li].O. Product: [CH:1]1([CH2:5][C:6]2[N:7]=[C:8]([C:29]3[N:33]=[C:32]([CH2:34][C:35]([CH3:40])([CH3:41])[C:36]([OH:38])=[O:37])[O:31][N:30]=3)[S:9][C:10]=2[C:11]2[CH:16]=[CH:15][C:14]([S:17](=[O:26])(=[O:25])[NH:18][C@@H:19]([CH3:24])[C:20]([F:22])([F:23])[F:21])=[C:13]([Cl:27])[C:12]=2[Cl:28])[CH2:4][CH2:3][CH2:2]1. The catalyst class is: 24. (4) Reactant: [C:1]([O:5][C:6]([N:8]([CH2:20][C:21]1[CH:26]=[CH:25][C:24]([O:27][CH3:28])=[CH:23][CH:22]=1)[C:9]1[S:10][CH:11]=[C:12]([CH2:14][C:15]([O:17][CH2:18][CH3:19])=[O:16])[N:13]=1)=[O:7])([CH3:4])([CH3:3])[CH3:2].C1(C)C=CC(S([N:38]=[N+:39]=[N-])(=O)=O)=CC=1.C1CCN2C(=NCCC2)CC1. Product: [C:1]([O:5][C:6]([N:8]([CH2:20][C:21]1[CH:22]=[CH:23][C:24]([O:27][CH3:28])=[CH:25][CH:26]=1)[C:9]1[S:10][CH:11]=[C:12]([C:14](=[N+:38]=[N-:39])[C:15]([O:17][CH2:18][CH3:19])=[O:16])[N:13]=1)=[O:7])([CH3:4])([CH3:2])[CH3:3]. The catalyst class is: 10. (5) Reactant: [CH2:1]([N:3]([CH2:29][CH3:30])[C:4]1[N:9]=[C:8]([C:10]2[O:14][N:13]=[C:12]([C:15]3[CH:24]=[C:23]([CH3:25])[C:18]([O:19][CH2:20][CH2:21][OH:22])=[C:17]([CH2:26][CH3:27])[CH:16]=3)[N:11]=2)[CH:7]=[C:6]([CH3:28])[N:5]=1)[CH3:2].CCN(CC)CC.[CH3:38][S:39](Cl)(=[O:41])=[O:40]. Product: [CH2:29]([N:3]([CH2:1][CH3:2])[C:4]1[N:9]=[C:8]([C:10]2[O:14][N:13]=[C:12]([C:15]3[CH:24]=[C:23]([CH3:25])[C:18]([O:19][CH2:20][CH2:21][O:22][S:39]([CH3:38])(=[O:41])=[O:40])=[C:17]([CH2:26][CH3:27])[CH:16]=3)[N:11]=2)[CH:7]=[C:6]([CH3:28])[N:5]=1)[CH3:30]. The catalyst class is: 91.